From a dataset of Full USPTO retrosynthesis dataset with 1.9M reactions from patents (1976-2016). Predict the reactants needed to synthesize the given product. (1) Given the product [CH3:13][C@@:8]1([C:6]([NH2:14])=[O:5])[CH2:12][CH2:11][CH2:10][NH:9]1, predict the reactants needed to synthesize it. The reactants are: C([O:5][C:6]([C@:8]1([CH3:13])[CH2:12][CH2:11][CH2:10][NH:9]1)=O)CCC.[NH3:14]. (2) Given the product [F:14][C:15]1[CH:16]=[CH:17][C:18]([CH2:19][CH2:20][N:21]2[CH2:26][CH2:25][N:24]([C:10]([C:6]3[C:5]4[N:4]([CH:3]=[CH:2][N:1]=4)[CH:9]=[CH:8][CH:7]=3)=[O:12])[CH2:23][CH2:22]2)=[CH:27][CH:28]=1, predict the reactants needed to synthesize it. The reactants are: [N:1]1[CH:2]=[CH:3][N:4]2[CH:9]=[CH:8][CH:7]=[C:6]([C:10]([OH:12])=O)[C:5]=12.Cl.[F:14][C:15]1[CH:28]=[CH:27][C:18]([CH2:19][CH2:20][N:21]2[CH2:26][CH2:25][NH:24][CH2:23][CH2:22]2)=[CH:17][CH:16]=1. (3) Given the product [CH:1]([C:3]1[CH:4]=[CH:5][C:6]([O:7][CH2:8][C:9]([N:23]2[CH2:24][CH2:25][N:26]([C:29]([O:31][C:32]([CH3:35])([CH3:34])[CH3:33])=[O:30])[CH2:27][CH2:28]2)=[O:11])=[CH:12][CH:13]=1)=[O:2], predict the reactants needed to synthesize it. The reactants are: [CH:1]([C:3]1[CH:13]=[CH:12][C:6]([O:7][CH2:8][C:9]([OH:11])=O)=[CH:5][CH:4]=1)=[O:2].C(C1C=C(C=CC=1)OCC([N:23]1[CH2:28][CH2:27][N:26]([C:29]([O:31][C:32]([CH3:35])([CH3:34])[CH3:33])=[O:30])[CH2:25][CH2:24]1)=O)=O. (4) Given the product [CH3:26][O:25][C:23](=[O:24])[C:22]1[CH:27]=[CH:28][C:29]([CH3:30])=[C:20]([NH:19][C:16]([CH:7]2[CH2:6][C:5]3[C:10](=[CH:11][C:12]([O:13][CH3:14])=[C:3]([O:2][CH3:1])[CH:4]=3)[NH:9][C:8]2=[O:15])=[O:18])[CH:21]=1, predict the reactants needed to synthesize it. The reactants are: [CH3:1][O:2][C:3]1[CH:4]=[C:5]2[C:10](=[CH:11][C:12]=1[O:13][CH3:14])[NH:9][C:8](=[O:15])[CH:7]([C:16]([OH:18])=O)[CH2:6]2.[NH2:19][C:20]1[CH:21]=[C:22]([CH:27]=[CH:28][C:29]=1[CH3:30])[C:23]([O:25][CH3:26])=[O:24].C(N(CC)CC)C.CN(C(ON1N=NC2C=CC=NC1=2)=[N+](C)C)C.F[P-](F)(F)(F)(F)F.